This data is from Full USPTO retrosynthesis dataset with 1.9M reactions from patents (1976-2016). The task is: Predict the reactants needed to synthesize the given product. (1) Given the product [NH2:14][C:12]1[CH2:13][NH:8][CH2:9][C:10]([C:25]2[CH:30]=[C:29]([NH:31][C:32]([C:34]3[CH:39]=[CH:38][C:37]([Br:40])=[CH:36][N:35]=3)=[O:33])[CH:28]=[CH:27][C:26]=2[F:41])([CH:22]([F:23])[F:24])[N:11]=1, predict the reactants needed to synthesize it. The reactants are: C(OC([N:8]1[CH2:13][C:12]([NH:14]C(OC(C)(C)C)=O)=[N:11][C:10]([C:25]2[CH:30]=[C:29]([NH:31][C:32]([C:34]3[CH:39]=[CH:38][C:37]([Br:40])=[CH:36][N:35]=3)=[O:33])[CH:28]=[CH:27][C:26]=2[F:41])([CH:22]([F:24])[F:23])[CH2:9]1)=O)(C)(C)C.Cl. (2) Given the product [Br:12][C:13]1[CH:21]=[CH:20][C:16]([C:17]([NH:1][C:2]2[C:3]([OH:11])=[C:4]([CH:8]=[CH:9][CH:10]=2)[C:5]([OH:7])=[O:6])=[O:18])=[CH:15][CH:14]=1, predict the reactants needed to synthesize it. The reactants are: [NH2:1][C:2]1[C:3]([OH:11])=[C:4]([CH:8]=[CH:9][CH:10]=1)[C:5]([OH:7])=[O:6].[Br:12][C:13]1[CH:21]=[CH:20][C:16]([C:17](Cl)=[O:18])=[CH:15][CH:14]=1. (3) Given the product [Cl:10][C:11]1[C:12]([CH3:21])=[C:13]([S:17]([NH:9][C:5]2[S:6][C:7]([CH3:8])=[C:3]([CH2:1][CH3:2])[N:4]=2)(=[O:19])=[O:18])[CH:14]=[CH:15][CH:16]=1, predict the reactants needed to synthesize it. The reactants are: [CH2:1]([C:3]1[N:4]=[C:5]([NH2:9])[S:6][C:7]=1[CH3:8])[CH3:2].[Cl:10][C:11]1[C:12]([CH3:21])=[C:13]([S:17](Cl)(=[O:19])=[O:18])[CH:14]=[CH:15][CH:16]=1. (4) Given the product [F:18][C:19]1[C:35]([F:36])=[CH:34][C:22]2[N:23]([CH3:33])[C:24]([CH2:26][CH:27]3[CH2:32][CH2:31][CH2:30][CH2:29][N:28]3[C:15]([C:9]3[N:10]=[C:11]([CH2:13][OH:14])[S:12][C:8]=3[C:5]3[CH:4]=[CH:3][C:2]([F:1])=[CH:7][CH:6]=3)=[O:17])=[N:25][C:21]=2[CH:20]=1, predict the reactants needed to synthesize it. The reactants are: [F:1][C:2]1[CH:7]=[CH:6][C:5]([C:8]2[S:12][C:11]([CH2:13][OH:14])=[N:10][C:9]=2[C:15]([OH:17])=O)=[CH:4][CH:3]=1.[F:18][C:19]1[C:35]([F:36])=[CH:34][C:22]2[N:23]([CH3:33])[C:24]([CH2:26][CH:27]3[CH2:32][CH2:31][CH2:30][CH2:29][NH:28]3)=[N:25][C:21]=2[CH:20]=1. (5) Given the product [CH2:25]([N:17]1[CH2:18][CH2:19][C:12]2([C:11](=[O:21])[N:10]([C:7]3[CH:8]=[CH:9][C:4]([O:3][C:2]([F:1])([F:22])[F:23])=[CH:5][CH:6]=3)[CH2:14][CH2:13]2)[CH2:15][C:16]1=[O:20])[CH2:26][CH2:27][CH3:28], predict the reactants needed to synthesize it. The reactants are: [F:1][C:2]([F:23])([F:22])[O:3][C:4]1[CH:9]=[CH:8][C:7]([N:10]2[CH2:14][CH2:13][C:12]3([CH2:19][CH2:18][NH:17][C:16](=[O:20])[CH2:15]3)[C:11]2=[O:21])=[CH:6][CH:5]=1.Br[CH2:25][CH2:26][CH2:27][CH3:28]. (6) The reactants are: C(OC([N:11]1[CH2:17][C@H:16]([OH:18])[C@@H:15]([NH:19][C:20]([C:22]2([NH:28][C:29]([O:31][C:32]([CH3:35])([CH3:34])[CH3:33])=[O:30])[CH2:27][CH2:26][CH2:25][CH2:24][CH2:23]2)=[O:21])[CH2:14][CH2:13][C@H:12]1[CH3:36])=O)C1C=CC=CC=1.[H][H]. Given the product [C:32]([O:31][C:29](=[O:30])[NH:28][C:22]1([C:20](=[O:21])[NH:19][C@H:15]2[CH2:14][CH2:13][C@@H:12]([CH3:36])[NH:11][CH2:17][C@@H:16]2[OH:18])[CH2:23][CH2:24][CH2:25][CH2:26][CH2:27]1)([CH3:33])([CH3:34])[CH3:35], predict the reactants needed to synthesize it. (7) Given the product [Br:8][C:5]1[CH:6]=[CH:7][C:2]([N:9]2[CH2:13][CH2:12][C@@H:11]([OH:14])[CH2:10]2)=[N:3][CH:4]=1, predict the reactants needed to synthesize it. The reactants are: Br[C:2]1[CH:7]=[CH:6][C:5]([Br:8])=[CH:4][N:3]=1.[NH:9]1[CH2:13][CH2:12][C@@H:11]([OH:14])[CH2:10]1.CC([O-])(C)C.[Na+].